Dataset: NCI-60 drug combinations with 297,098 pairs across 59 cell lines. Task: Regression. Given two drug SMILES strings and cell line genomic features, predict the synergy score measuring deviation from expected non-interaction effect. Synergy scores: CSS=18.4, Synergy_ZIP=-2.13, Synergy_Bliss=-1.17, Synergy_Loewe=-3.99, Synergy_HSA=-1.07. Drug 1: C1=CC(=CC=C1CCC2=CNC3=C2C(=O)NC(=N3)N)C(=O)NC(CCC(=O)O)C(=O)O. Cell line: SF-268. Drug 2: CC(C)(C#N)C1=CC(=CC(=C1)CN2C=NC=N2)C(C)(C)C#N.